Dataset: TCR-epitope binding with 47,182 pairs between 192 epitopes and 23,139 TCRs. Task: Binary Classification. Given a T-cell receptor sequence (or CDR3 region) and an epitope sequence, predict whether binding occurs between them. (1) The epitope is TPINLVRDL. The TCR CDR3 sequence is CASSQAQSYEQYF. Result: 1 (the TCR binds to the epitope). (2) The epitope is FIAGLIAIV. The TCR CDR3 sequence is CASSYDGSSYNEQFF. Result: 1 (the TCR binds to the epitope). (3) The epitope is YIFFASFYY. The TCR CDR3 sequence is CASSDRPYTGELFF. Result: 1 (the TCR binds to the epitope). (4) The epitope is NQKLIANQF. The TCR CDR3 sequence is CASSFTGIAETQYF. Result: 0 (the TCR does not bind to the epitope). (5) The TCR CDR3 sequence is CASSVRTDTYEQYF. The epitope is ISPRTLNAW. Result: 0 (the TCR does not bind to the epitope). (6) The epitope is SEISMDNSPNL. The TCR CDR3 sequence is CASSPRPNTVTEAFF. Result: 1 (the TCR binds to the epitope). (7) The epitope is RLQSLQTYV. The TCR CDR3 sequence is CASSQEAAGGRETQYF. Result: 0 (the TCR does not bind to the epitope). (8) The epitope is YEGNSPFHPL. The TCR CDR3 sequence is CASSPTGSGNTIYF. Result: 1 (the TCR binds to the epitope). (9) The epitope is IVDTVSALV. The TCR CDR3 sequence is CSVVIIRGTGVYNEQFF. Result: 1 (the TCR binds to the epitope). (10) The epitope is GLCTLVAML. The TCR CDR3 sequence is CASSSGRASGANVLTF. Result: 1 (the TCR binds to the epitope).